Dataset: Reaction yield outcomes from USPTO patents with 853,638 reactions. Task: Predict the reaction yield, written as a fraction of the theoretical maximum amount of product (1.0 means a 100% yield; for example, 0.34 means a 34% yield). (1) The reactants are [C:1](=[NH:20])([O:3][CH2:4][CH2:5][C:6]1[CH:11]=[CH:10][C:9]([O:12][C:13]2[CH:18]=[CH:17][CH:16]=[C:15]([CH3:19])[N:14]=2)=[CH:8][CH:7]=1)[NH2:2].[CH:21]([CH:23]([CH2:28][C:29]1[CH:30]=[N:31][C:32]([O:35][CH3:36])=[N:33][CH:34]=1)[C:24](OC)=O)=[O:22].C([O-])([O-])=O.[K+].[K+]. The catalyst is CN1C(=O)CCC1. The product is [CH3:36][O:35][C:32]1[N:31]=[CH:30][C:29]([CH2:28][C:23]2[C:21](=[O:22])[N:20]=[C:1]([O:3][CH2:4][CH2:5][C:6]3[CH:7]=[CH:8][C:9]([O:12][C:13]4[CH:18]=[CH:17][CH:16]=[C:15]([CH3:19])[N:14]=4)=[CH:10][CH:11]=3)[NH:2][CH:24]=2)=[CH:34][N:33]=1. The yield is 0.0457. (2) The reactants are Cl.[C:2]([O:5][C:6]1[CH:7]=[C:8]([CH:23]=[CH:24][C:25]=1[CH3:26])[NH:9][C:10]1[C:19]2[C:14](=[CH:15][C:16]([OH:22])=[C:17]([O:20][CH3:21])[CH:18]=2)[N:13]=[CH:12][N:11]=1)(=[O:4])[CH3:3].Cl[CH2:28][C:29]1[C:30]([CH3:35])=[N:31][O:32][C:33]=1[CH3:34]. The catalyst is [I-].[K+]. The product is [C:2]([O:5][C:6]1[CH:7]=[C:8]([CH:23]=[CH:24][C:25]=1[CH3:26])[NH:9][C:10]1[C:19]2[C:14](=[CH:15][C:16]([O:22][CH2:28][C:29]3[C:30]([CH3:35])=[N:31][O:32][C:33]=3[CH3:34])=[C:17]([O:20][CH3:21])[CH:18]=2)[N:13]=[CH:12][N:11]=1)(=[O:4])[CH3:3]. The yield is 0.720. (3) The reactants are [Cl:1][C:2]1[CH:10]=[C:9]2[C:5]([CH:6]=[C:7]([CH:11]=[O:12])[NH:8]2)=[CH:4][CH:3]=1.[H-].[Na+].[CH:15](Br)([C:22]1[CH:27]=[CH:26][CH:25]=[CH:24][CH:23]=1)[C:16]1[CH:21]=[CH:20][CH:19]=[CH:18][CH:17]=1. The catalyst is CN(C=O)C.[N+](CCCC)(CCCC)(CCCC)CCCC.[I-]. The product is [CH:15]([N:8]1[C:9]2[C:5](=[CH:4][CH:3]=[C:2]([Cl:1])[CH:10]=2)[CH:6]=[C:7]1[CH:11]=[O:12])([C:16]1[CH:21]=[CH:20][CH:19]=[CH:18][CH:17]=1)[C:22]1[CH:27]=[CH:26][CH:25]=[CH:24][CH:23]=1. The yield is 0.400. (4) The reactants are [OH:1][CH:2]([C:23]1[CH:28]=[CH:27][CH:26]=[C:25]([C:29]([F:32])([F:31])[F:30])[CH:24]=1)[C:3]1[N:4]=[C:5]2[CH:10]=[CH:9][CH:8]=[C:7]([C:11]3[CH:12]=[C:13]([CH:19]=[CH:20][CH:21]=3)[C:14]([O:16]CC)=O)[N:6]2[CH:22]=1.OC(C1C=CC=C(C(F)(F)F)C=1)C1N=C2C=CC=C(C3C=C(C=CC=3)C(O)=O)N2C=1.[NH2:63][CH2:64][CH2:65][C:66]#[N:67]. No catalyst specified. The product is [C:64]([CH2:65][CH2:66][NH:67][C:14](=[O:16])[C:13]1[CH:19]=[CH:20][CH:21]=[C:11]([C:7]2[N:6]3[CH:22]=[C:3]([CH:2]([OH:1])[C:23]4[CH:28]=[CH:27][CH:26]=[C:25]([C:29]([F:31])([F:30])[F:32])[CH:24]=4)[N:4]=[C:5]3[CH:10]=[CH:9][CH:8]=2)[CH:12]=1)#[N:63]. The yield is 0.520. (5) The reactants are [CH3:1][O:2][C:3]1[CH:40]=[C:39]([O:41][CH3:42])[CH:38]=[CH:37][C:4]=1[CH2:5][N:6]([C:31]1[CH:36]=[CH:35][N:34]=[CH:33][N:32]=1)[S:7]([C:10]1[CH:15]=[C:14]([F:16])[C:13]([O:17][C@H:18]2[CH2:22][C@@H:21]([OH:23])[CH2:20][C@@H:19]2[C:24]2[N:28]([CH3:29])[N:27]=[CH:26][CH:25]=2)=[CH:12][C:11]=1[F:30])(=[O:9])=[O:8].S(OC)(O[CH3:47])(=O)=O.[H-].[Na+]. The catalyst is C1COCC1. The yield is 0.510. The product is [CH3:1][O:2][C:3]1[CH:40]=[C:39]([O:41][CH3:42])[CH:38]=[CH:37][C:4]=1[CH2:5][N:6]([C:31]1[CH:36]=[CH:35][N:34]=[CH:33][N:32]=1)[S:7]([C:10]1[CH:15]=[C:14]([F:16])[C:13]([O:17][C@H:18]2[CH2:22][C@@H:21]([O:23][CH3:47])[CH2:20][C@@H:19]2[C:24]2[N:28]([CH3:29])[N:27]=[CH:26][CH:25]=2)=[CH:12][C:11]=1[F:30])(=[O:8])=[O:9].